This data is from Reaction yield outcomes from USPTO patents with 853,638 reactions. The task is: Predict the reaction yield, written as a fraction of the theoretical maximum amount of product (1.0 means a 100% yield; for example, 0.34 means a 34% yield). (1) The reactants are [Cl:1][C:2]1[C:7]([I:8])=[CH:6][C:5]([NH:9][CH2:10][C:11]([OH:13])=O)=[C:4]([O:14][CH3:15])[CH:3]=1.[N:16]1([CH:22]2[CH2:25][N:24]([C:26]([O:28][C:29]([CH3:32])([CH3:31])[CH3:30])=[O:27])[CH2:23]2)[CH2:21][CH2:20][NH:19][CH2:18][CH2:17]1.CCN=C=NCCCN(C)C.Cl.C1C=CC2N(O)N=NC=2C=1.CCN(CC)CC. The catalyst is CN(C=O)C. The product is [Cl:1][C:2]1[C:7]([I:8])=[CH:6][C:5]([NH:9][CH2:10][C:11]([N:19]2[CH2:20][CH2:21][N:16]([CH:22]3[CH2:23][N:24]([C:26]([O:28][C:29]([CH3:32])([CH3:31])[CH3:30])=[O:27])[CH2:25]3)[CH2:17][CH2:18]2)=[O:13])=[C:4]([O:14][CH3:15])[CH:3]=1. The yield is 0.670. (2) The reactants are C([O:3][C:4](=[O:33])[CH2:5][CH2:6][CH2:7][CH2:8][CH2:9][O:10][CH2:11][CH2:12][O:13][CH2:14][CH2:15][O:16][CH2:17][CH2:18][O:19][CH2:20][CH2:21][O:22][CH2:23][CH2:24][O:25][CH2:26][CH2:27][O:28][CH2:29][CH2:30][O:31][CH3:32])C. The catalyst is [OH-].[Na+]. The product is [CH3:32][O:31][CH2:30][CH2:29][O:28][CH2:27][CH2:26][O:25][CH2:24][CH2:23][O:22][CH2:21][CH2:20][O:19][CH2:18][CH2:17][O:16][CH2:15][CH2:14][O:13][CH2:12][CH2:11][O:10][CH2:9][CH2:8][CH2:7][CH2:6][CH2:5][C:4]([OH:33])=[O:3]. The yield is 0.620. (3) The reactants are O[N:2]=[C:3]1[CH2:12][CH2:11][C:10]2[CH:9]=[C:8]([C:13]([O:15][CH3:16])=[O:14])[CH:7]=[CH:6][C:5]=2[CH2:4]1.[ClH:17]. The catalyst is CO.[Pd]. The product is [ClH:17].[NH2:2][CH:3]1[CH2:12][CH2:11][C:10]2[CH:9]=[C:8]([C:13]([O:15][CH3:16])=[O:14])[CH:7]=[CH:6][C:5]=2[CH2:4]1. The yield is 0.444. (4) The reactants are [Cl:1][C:2]1[CH:7]=[CH:6][C:5]([C:8]([C:10]2[N:11]([CH3:15])[CH:12]=[CH:13][CH:14]=2)=[O:9])=[CH:4][CH:3]=1.[C:16](Cl)(=[O:23])[C:17]1[CH:22]=[CH:21][N:20]=[CH:19][CH:18]=1.[Cl-].[Al+3].[Cl-].[Cl-]. The catalyst is ClCCCl. The product is [Cl:1][C:2]1[CH:7]=[CH:6][C:5]([C:8]([C:10]2[N:11]([CH3:15])[CH:12]=[C:13]([C:16]([C:17]3[CH:22]=[CH:21][N:20]=[CH:19][CH:18]=3)=[O:23])[CH:14]=2)=[O:9])=[CH:4][CH:3]=1. The yield is 0.270. (5) The yield is 0.880. The catalyst is C(#N)C.CN(C)C1C=CN=CC=1.C(N(CC)CC)C. The reactants are [Cl:1][C:2]1[C:3]([O:9][C:10]2[CH:15]=[C:14]([O:16][CH2:17][CH2:18][O:19][CH3:20])[CH:13]=[CH:12][C:11]=2/[CH:21]=[C:22](\[CH3:26])/[C:23]([OH:25])=O)=[N:4][CH:5]=[C:6]([Cl:8])[CH:7]=1.CC1C=CC=C([N+]([O-])=O)C=1C(OC(=O)C1C([N+]([O-])=O)=CC=CC=1C)=O.[CH2:52]([S:57]([NH2:60])(=[O:59])=[O:58])[CH2:53][CH2:54][CH2:55][CH3:56].[Cl-].[NH4+]. The product is [Cl:1][C:2]1[C:3]([O:9][C:10]2[CH:15]=[C:14]([O:16][CH2:17][CH2:18][O:19][CH3:20])[CH:13]=[CH:12][C:11]=2/[CH:21]=[C:22](\[CH3:26])/[C:23]([NH:60][S:57]([CH2:52][CH2:53][CH2:54][CH2:55][CH3:56])(=[O:59])=[O:58])=[O:25])=[N:4][CH:5]=[C:6]([Cl:8])[CH:7]=1. (6) The reactants are [CH3:1][NH:2][C@H:3]1[CH2:8][CH2:7][C@H:6]([OH:9])[CH2:5][CH2:4]1.[C:21]([O:20][C:18](O[C:18]([O:20][C:21]([CH3:24])([CH3:23])[CH3:22])=[O:19])=[O:19])([CH3:24])([CH3:23])[CH3:22]. The catalyst is C(O)(C)C.C(Cl)Cl. The product is [C:21]([O:20][C:18](=[O:19])[N:2]([C@H:3]1[CH2:8][CH2:7][C@H:6]([OH:9])[CH2:5][CH2:4]1)[CH3:1])([CH3:22])([CH3:23])[CH3:24]. The yield is 0.980. (7) The reactants are [Cl:1][C:2]1[N:10](CC=C)[C:9]2[C:8](=[O:14])[N:7]([CH3:15])[C:6](=[O:16])[NH:5][C:4]=2[N:3]=1.C(=O)([O-])[O-].[Na+].[Na+].[CH2:23](I)[CH3:24].N1CCOCC1. The catalyst is CN(C=O)C.CCOC(C)=O.C1C=CC([P]([Pd]([P](C2C=CC=CC=2)(C2C=CC=CC=2)C2C=CC=CC=2)([P](C2C=CC=CC=2)(C2C=CC=CC=2)C2C=CC=CC=2)[P](C2C=CC=CC=2)(C2C=CC=CC=2)C2C=CC=CC=2)(C2C=CC=CC=2)C2C=CC=CC=2)=CC=1. The product is [Cl:1][C:2]1[NH:10][C:9]2[C:8](=[O:14])[N:7]([CH3:15])[C:6](=[O:16])[N:5]([CH2:23][CH3:24])[C:4]=2[N:3]=1. The yield is 0.700. (8) The reactants are [F:1][C:2]1[CH:3]=[C:4]([C:8]2[S:9][C:10]([N:14]([CH3:23])[C:15]([CH:17]3[CH2:22][CH2:21][CH2:20][NH:19][CH2:18]3)=[O:16])=[C:11]([CH3:13])[N:12]=2)[CH:5]=[N:6][CH:7]=1.C(=O)([O-])[O-].[K+].[K+].[CH3:30][CH:31]([CH2:35][CH2:36][CH3:37])[C:32](Cl)=[O:33]. The catalyst is CN(C1C=CN=CC=1)C.ClCCCl.O.ClCCl. The product is [F:1][C:2]1[CH:3]=[C:4]([C:8]2[S:9][C:10]([N:14]([CH3:23])[C:15]([CH:17]3[CH2:22][CH2:21][CH2:20][N:19]([C:32](=[O:33])[CH:31]([CH3:30])[CH2:35][CH2:36][CH3:37])[CH2:18]3)=[O:16])=[C:11]([CH3:13])[N:12]=2)[CH:5]=[N:6][CH:7]=1. The yield is 0.640.